Dataset: Forward reaction prediction with 1.9M reactions from USPTO patents (1976-2016). Task: Predict the product of the given reaction. (1) The product is: [C:4]([OH:39])(=[O:3])[C:5]1[CH:10]=[CH:9][CH:8]=[CH:7][CH:6]=1. Given the reactants Cl.C[O:3][C:4](=[O:39])[C:5]1[CH:10]=[CH:9][C:8](COC2C=CC(C[C@H](N)C3N(CCCC)C=C(C4C=CC(Cl)=CC=4Cl)N=3)=CC=2)=[CH:7][CH:6]=1.C(OC1C=CC(C=CC(O)=O)=CC=1)C, predict the reaction product. (2) Given the reactants [C:1]1([S:7]([NH:10][CH:11]([C:28](=[O:40])[NH:29][CH2:30][CH2:31][CH2:32][CH2:33][C:34]2[CH:39]=[CH:38][CH:37]=[CH:36][CH:35]=2)[CH2:12][C:13]2[CH:21]=[C:20](Cl)[C:19]([O:23][CH2:24][C:25]([OH:27])=[O:26])=[C:18]3[C:14]=2[CH:15]=[N:16][NH:17]3)(=[O:9])=[O:8])[CH:6]=[CH:5][CH:4]=[CH:3][CH:2]=1, predict the reaction product. The product is: [C:1]1([S:7]([NH:10][CH:11]([C:28](=[O:40])[NH:29][CH2:30][CH2:31][CH2:32][CH2:33][C:34]2[CH:35]=[CH:36][CH:37]=[CH:38][CH:39]=2)[CH2:12][C:13]2[CH:21]=[CH:20][C:19]([O:23][CH2:24][C:25]([OH:27])=[O:26])=[C:18]3[C:14]=2[CH:15]=[N:16][NH:17]3)(=[O:9])=[O:8])[CH:2]=[CH:3][CH:4]=[CH:5][CH:6]=1.